From a dataset of Reaction yield outcomes from USPTO patents with 853,638 reactions. Predict the reaction yield, written as a fraction of the theoretical maximum amount of product (1.0 means a 100% yield; for example, 0.34 means a 34% yield). The reactants are [OH:1][CH2:2][C:3]1[CH:8]=[CH:7][C:6]([CH:9]=[CH:10][C:11]2[N:16]=[CH:15][C:14]([N:17]3[CH2:22][CH2:21][N:20]([C:23]([O:25][C:26]([CH3:29])([CH3:28])[CH3:27])=[O:24])[CH2:19][CH2:18]3)=[CH:13][CH:12]=2)=[CH:5][CH:4]=1. The catalyst is C(OCC)(=O)C.[C].[Pd]. The product is [OH:1][CH2:2][C:3]1[CH:8]=[CH:7][C:6]([CH2:9][CH2:10][C:11]2[N:16]=[CH:15][C:14]([N:17]3[CH2:22][CH2:21][N:20]([C:23]([O:25][C:26]([CH3:29])([CH3:28])[CH3:27])=[O:24])[CH2:19][CH2:18]3)=[CH:13][CH:12]=2)=[CH:5][CH:4]=1. The yield is 0.841.